From a dataset of Experimentally validated miRNA-target interactions with 360,000+ pairs, plus equal number of negative samples. Binary Classification. Given a miRNA mature sequence and a target amino acid sequence, predict their likelihood of interaction. (1) The miRNA is rno-miR-542-3p with sequence UGUGACAGAUUGAUAACUGAAA. The protein sequence of the target gene is MSDTKVKVAVRVRPMNRRELELNTKCVVEMEGNQTVLHPPPSNTKQGERKPPKVFAFDYCFWSMDESNTTKYAGQEVVFKCLGEGILEKAFQGYNACIFAYGQTGSGKSFSMMGHAEQLGLIPRLCCALFKRISLEQNESQTFKVEVSYMEIYNEKVRDLLDPKGSRQSLKVREHKVLGPYVDGLSQLAVTSFEDIESLMSEGNKSRTVAATNMNEESSRSHAVFNIIITQTLYDLQSGNSGEKVSKVSLVDLAGSERVSKTGAAGERLKEGSNINKSLTTLGLVISSLADQAAGKGKSK.... Result: 0 (no interaction). (2) The miRNA is hsa-miR-4330 with sequence CCUCAGAUCAGAGCCUUGC. The protein sequence of the target gene is MPERDSEPFSNPLAPDGHDVDDPHSFHQSKLTNEDFRKLLMTPRAAPTSAPPSKSRHHEMPREYNEDEDPAARRRKKKSYYAKLRQQEIERERELAEKYRDRAKERRDGVNKDYEETELISTTANYRAVGPTAEADKSAAEKRRQLIQESKFLGGDMEHTHLVKGLDFALLQKVRAEIASKEKEEEELMEKPQKETKKDEDPENKIEFKTRLGRNVYRMLFKSKAYERNELFLPGRMAYVVDLDDEYADTDIPTTLIRSKADCPTMEAQTTLTTNDIVISKLTQILSYLRQGTRNKKLKK.... Result: 0 (no interaction). (3) The miRNA is hsa-miR-193b-3p with sequence AACUGGCCCUCAAAGUCCCGCU. The protein sequence of the target gene is MQTSEREGSGPELSPSVMPEAPLESPPFPTKSPAFDLFNLVLSYKRLEIYLEPLKDAGDGVRYLLRWQMPLCSLLTCLGLNVLFLTLNEGAWYSVGALMISVPALLGYLQEVCRARLPDSELMRRKYHSVRQEDLQRGRLSRPEAVAEVKSFLIQLEAFLSRLCCTCEAAYRVLHWENPVVSSQFYGALLGTVCMLYLLPLCWVLTLLNSTLFLGNVEFFRVVSEYRASLQQRMNPKQEEHAFESPPPPDVGGKDGLMDSTPALTPTEDLTPGSVEEAEEAEPDEEFKDAIEETHLVVLE.... Result: 1 (interaction). (4) The miRNA is hsa-miR-8080 with sequence GAAGGACACUGGUGUCAACGGCU. The protein sequence of the target gene is MTSSPVSRVVYNGKRNSSPRSPTNSSEIFTPAHEENVRFIYEAWQGVERDLRSQLSSGERCLVEEYVEKVPNPSLKTFKPIDLSDLKRRNTQDAKKS. Result: 0 (no interaction). (5) The miRNA is hsa-miR-6794-5p with sequence CAGGGGGACUGGGGGUGAGC. The protein sequence of the target gene is MGRITEDLIRRNAEHNDCVIFSLEELSLHQQEIERLEHIDKWCRDLKILYLQNNLIGKIENVSKLKKLEYLNLALNNIERIENLEGCEWLTKLDLTVNFIGELSSVKTLTHNIHLKELFLMGNPCADFDGYRQFVVVTLQQLKWLDGKEIERSERIQALQNYTSVEQQIREQEKAYCLRRAKEKEEAQRKLEEENESEDKKKSSTGFDGHWYTDIHTACPSATENQDYPQVPETQEEQHNTKESDDIEDDLAFWNKPSLFTPESRLETLRHMEKQRKAQDKLSEKKKKAKPPRTLITEDG.... Result: 0 (no interaction). (6) The protein sequence of the target gene is MQTFTMVLEEIWTSLFMWFFYALIPCLLTDEVAILPAPQNLSVLSTNMKHLLMWSPVIAPGETVYYSVEYQGEYESLYTSHIWIPSSWCSLTEGPECDVTDDITATVPYNLRVRATLGSQTSAWSILKHPFNRNSTILTRPGMEITKDGFHLVIELEDLGPQFEFLVAYWRREPGAEEHVKMVRSGGIPVHLETMEPGAAYCVKAQTFVKAIGRYSAFSQTECVEVQGEAIPLVLALFAFVGFMLILVVVPLFVWKMGRLLQYSCCPVVVLPDTLKITNSPQKLISCRREEVDACATAVM.... Result: 1 (interaction). The miRNA is hsa-miR-5586-3p with sequence CAGAGUGACAAGCUGGUUAAAG.